This data is from Forward reaction prediction with 1.9M reactions from USPTO patents (1976-2016). The task is: Predict the product of the given reaction. (1) Given the reactants [CH3:1][C:2]1[N:7]2[N:8]=[C:9]([CH2:11][CH2:12][C:13]3[CH:22]=[CH:21][C:20]4[CH:19]=[CH:18][C:17]5[O:23][CH2:24][CH2:25][N:26](C(=O)C)[C:16]=5[C:15]=4[N:14]=3)[N:10]=[C:6]2[C:5]([CH3:30])=[N:4][CH:3]=1.[OH-].[Na+], predict the reaction product. The product is: [CH3:1][C:2]1[N:7]2[N:8]=[C:9]([CH2:11][CH2:12][C:13]3[CH:22]=[CH:21][C:20]4[CH:19]=[CH:18][C:17]5[O:23][CH2:24][CH2:25][NH:26][C:16]=5[C:15]=4[N:14]=3)[N:10]=[C:6]2[C:5]([CH3:30])=[N:4][CH:3]=1. (2) Given the reactants [Cl:1][CH2:2][C:3]([NH:5][NH:6][C:7]1[C:12]([C:13]2[CH:18]=[CH:17][C:16]([Cl:19])=[CH:15][CH:14]=2)=[C:11]([C:20]2[CH:25]=[CH:24][C:23]([C:26]#[N:27])=[CH:22][CH:21]=2)[C:10](=[O:28])[N:9]([CH2:29][C:30]2[C:31]([CH3:40])=[N:32][C:33]([C:36]([F:39])([F:38])[F:37])=[CH:34][CH:35]=2)[N:8]=1)=O.O=P(Cl)(Cl)Cl, predict the reaction product. The product is: [Cl:1][CH2:2][C:3]1[N:8]2[N:9]([CH2:29][C:30]3[C:31]([CH3:40])=[N:32][C:33]([C:36]([F:39])([F:38])[F:37])=[CH:34][CH:35]=3)[C:10](=[O:28])[C:11]([C:20]3[CH:21]=[CH:22][C:23]([C:26]#[N:27])=[CH:24][CH:25]=3)=[C:12]([C:13]3[CH:14]=[CH:15][C:16]([Cl:19])=[CH:17][CH:18]=3)[C:7]2=[N:6][N:5]=1. (3) Given the reactants Cl[C:2]1[C:11]2=[N:12][N:13](CC3C=CC(OC)=CC=3)[CH:14]=[C:10]2[C:9]2[CH:8]=[C:7]([O:24][CH3:25])[CH:6]=[CH:5][C:4]=2[N:3]=1.[CH3:26][O:27][C:28]1[CH:29]=[C:30]([CH:32]=[CH:33][CH:34]=1)[NH2:31].Cl, predict the reaction product. The product is: [CH3:26][O:27][C:28]1[CH:29]=[C:30]([NH:31][C:2]2[C:11]3=[N:12][NH:13][CH:14]=[C:10]3[C:9]3[CH:8]=[C:7]([O:24][CH3:25])[CH:6]=[CH:5][C:4]=3[N:3]=2)[CH:32]=[CH:33][CH:34]=1.